From a dataset of Forward reaction prediction with 1.9M reactions from USPTO patents (1976-2016). Predict the product of the given reaction. (1) Given the reactants C1(P(C2C=CC=CC=2)C2C3OC4C(=CC=CC=4P(C4C=CC=CC=4)C4C=CC=CC=4)C(C)(C)C=3C=CC=2)C=CC=CC=1.[NH2:43][C:44]1[CH:53]=[C:52]2[C:47]([CH2:48][CH2:49][N:50](C(OC(C)(C)C)=O)[CH2:51]2)=[CH:46][CH:45]=1.Cl[C:62]1[N:67]=[C:66]([NH:68][C:69]2(C(OC(C)(C)C)=O)[CH:73]=[C:72]([CH3:74])[N:71]=[N:70]2)[CH:65]=[N:64][CH:63]=1.C(=O)([O-])[O-].[K+].[K+], predict the reaction product. The product is: [CH3:74][C:72]1[NH:71][N:70]=[C:69]([NH:68][C:66]2[CH:65]=[N:64][CH:63]=[C:62]([NH:43][C:44]3[CH:53]=[C:52]4[C:47]([CH2:48][CH2:49][NH:50][CH2:51]4)=[CH:46][CH:45]=3)[N:67]=2)[CH:73]=1. (2) Given the reactants [N:1]1[CH:6]=[CH:5][CH:4]=[CH:3][C:2]=1[C:7]1[O:11][CH:10]=[N:9][CH:8]=1.[C:12]1([CH3:27])[CH:17]=[CH:16][C:15]([CH2:18][CH2:19][CH2:20][CH2:21][CH2:22][CH2:23][C:24](O)=[O:25])=[CH:14][CH:13]=1, predict the reaction product. The product is: [O:25]=[C:24]([C:10]1[O:11][C:7]([C:2]2[CH:3]=[CH:4][CH:5]=[CH:6][N:1]=2)=[CH:8][N:9]=1)[CH2:23][CH2:22][CH2:21][CH2:20][CH2:19][CH2:18][C:15]1[CH:16]=[CH:17][C:12]([CH3:27])=[CH:13][CH:14]=1. (3) The product is: [CH2:10]([NH:17][CH2:6][CH2:5][N:4]([CH2:2][CH3:3])[CH2:8][CH3:9])[C:11]1[CH:16]=[CH:15][CH:14]=[CH:13][CH:12]=1. Given the reactants Cl.[CH2:2]([N:4]([CH2:8][CH3:9])[CH2:5][CH2:6]Cl)[CH3:3].[CH2:10]([NH2:17])[C:11]1[CH:16]=[CH:15][CH:14]=[CH:13][CH:12]=1.C(N(CC)CC)C, predict the reaction product.